Dataset: Full USPTO retrosynthesis dataset with 1.9M reactions from patents (1976-2016). Task: Predict the reactants needed to synthesize the given product. Given the product [ClH:36].[CH2:1]([N:8]1[C:16]2[C:11](=[CH:12][C:13]([O:17][S:33]([C:27]3[C:28]([F:32])=[CH:29][CH:30]=[CH:31][C:26]=3[F:25])(=[O:35])=[O:34])=[CH:14][CH:15]=2)[C:10]([CH:18]2[CH2:23][CH2:22][N:21]([CH3:24])[CH2:20][CH2:19]2)=[CH:9]1)[C:2]1[CH:3]=[CH:4][CH:5]=[CH:6][CH:7]=1, predict the reactants needed to synthesize it. The reactants are: [CH2:1]([N:8]1[C:16]2[C:11](=[CH:12][C:13]([OH:17])=[CH:14][CH:15]=2)[C:10]([CH:18]2[CH2:23][CH2:22][N:21]([CH3:24])[CH2:20][CH2:19]2)=[CH:9]1)[C:2]1[CH:7]=[CH:6][CH:5]=[CH:4][CH:3]=1.[F:25][C:26]1[CH:31]=[CH:30][CH:29]=[C:28]([F:32])[C:27]=1[S:33]([Cl:36])(=[O:35])=[O:34].N1C(C)=CC=CC=1C.